The task is: Predict the product of the given reaction.. This data is from Forward reaction prediction with 1.9M reactions from USPTO patents (1976-2016). (1) The product is: [CH2:1]([O:8][C@@H:9]([CH2:18][O:19][CH2:20][C:21]1[CH:26]=[CH:25][CH:24]=[CH:23][CH:22]=1)[CH2:10][C:11]1([S:14]([Cl:34])(=[O:16])=[O:15])[CH2:13][CH2:12]1)[C:2]1[CH:7]=[CH:6][CH:5]=[CH:4][CH:3]=1. Given the reactants [CH2:1]([O:8][C@@H:9]([CH2:18][O:19][CH2:20][C:21]1[CH:26]=[CH:25][CH:24]=[CH:23][CH:22]=1)[CH2:10][C:11]1([S:14](O)(=[O:16])=[O:15])[CH2:13][CH2:12]1)[C:2]1[CH:7]=[CH:6][CH:5]=[CH:4][CH:3]=1.CN(C=O)C.O=S(Cl)[Cl:34], predict the reaction product. (2) Given the reactants [C:1]([Si:5]([CH3:28])([CH3:27])[O:6][CH2:7][CH2:8][C@H:9]([N:13]1[CH2:17][C:16]([O:18][C:19]2[CH:24]=[CH:23][CH:22]=[CH:21][C:20]=2[Cl:25])=[CH:15][C:14]1=[O:26])[C:10](O)=[O:11])([CH3:4])([CH3:3])[CH3:2].[CH3:29][C:30]1([CH3:42])[O:34][C@H:33]([CH2:35][N:36]2[CH:40]=[CH:39][C:38]([NH2:41])=[N:37]2)[CH2:32][O:31]1.C(N(CC)C(C)C)(C)C.F[P-](F)(F)(F)(F)F.N1(O[P+](N(C)C)(N(C)C)N(C)C)C2C=CC=CC=2N=N1, predict the reaction product. The product is: [C:1]([Si:5]([CH3:27])([CH3:28])[O:6][CH2:7][CH2:8][C@H:9]([N:13]1[CH2:17][C:16]([O:18][C:19]2[CH:24]=[CH:23][CH:22]=[CH:21][C:20]=2[Cl:25])=[CH:15][C:14]1=[O:26])[C:10]([NH:41][C:38]1[CH:39]=[CH:40][N:36]([CH2:35][C@@H:33]2[CH2:32][O:31][C:30]([CH3:42])([CH3:29])[O:34]2)[N:37]=1)=[O:11])([CH3:4])([CH3:3])[CH3:2]. (3) Given the reactants [CH2:1]([O:8][C:9]1[CH:14]=[CH:13][C:12]([NH:15][C:16]([NH:18][C:19]2[CH:24]=[CH:23][C:22]([Cl:25])=[C:21]([C:26]([F:29])([F:28])[F:27])[CH:20]=2)=[O:17])=[C:11]([OH:30])[CH:10]=1)[C:2]1[CH:7]=[CH:6][CH:5]=[CH:4][CH:3]=1.[H-].[Na+].[CH2:33](Br)Br.C(O)=O, predict the reaction product. The product is: [Cl:25][C:22]1[CH:23]=[CH:24][C:19]([NH:18][C:16]([N:15]2[C:12]3[CH:13]=[CH:14][C:9]([O:8][CH2:1][C:2]4[CH:3]=[CH:4][CH:5]=[CH:6][CH:7]=4)=[CH:10][C:11]=3[O:30][CH2:33]2)=[O:17])=[CH:20][C:21]=1[C:26]([F:29])([F:27])[F:28]. (4) Given the reactants [C:1]1([C:3](=[CH:5][CH:6]=[CH:7][CH:8]=1)[OH:4])[OH:2].CO[C:11](OC)([CH3:13])[CH3:12].C([O-])(O)=O.[Na+], predict the reaction product. The product is: [CH3:12][C:11]1([CH3:13])[O:4][C:3]2[CH:5]=[CH:6][CH:7]=[CH:8][C:1]=2[O:2]1. (5) Given the reactants [OH:1][CH2:2][CH2:3][N:4]1[CH2:9][CH2:8][NH:7][CH2:6][CH2:5]1.C([O-])([O-])=O.[K+].[K+].Cl[S:17]([C:20]1[CH:21]=[C:22]([C:27]([OH:30])=[CH:28][CH:29]=1)[C:23]([O:25][CH3:26])=[O:24])(=[O:19])=[O:18], predict the reaction product. The product is: [OH:30][C:27]1[CH:28]=[CH:29][C:20]([S:17]([N:7]2[CH2:8][CH2:9][N:4]([CH2:3][CH2:2][OH:1])[CH2:5][CH2:6]2)(=[O:19])=[O:18])=[CH:21][C:22]=1[C:23]([O:25][CH3:26])=[O:24]. (6) Given the reactants Br[C:2]1[CH:7]=[C:6]([Cl:8])[CH:5]=[C:4]([F:9])[C:3]=1[NH:10][C:11](=[O:17])[O:12][C:13]([CH3:16])([CH3:15])[CH3:14].C([Li])CCC.[CH3:23][O:24][C:25]1[C:26]([O:33][CH3:34])=[C:27]([CH:30]=[CH:31][CH:32]=1)[CH:28]=[O:29].[Cl-].[NH4+], predict the reaction product. The product is: [Cl:8][C:6]1[CH:5]=[C:4]([F:9])[C:3]([NH:10][C:11](=[O:17])[O:12][C:13]([CH3:16])([CH3:15])[CH3:14])=[C:2]([CH:28]([C:27]2[CH:30]=[CH:31][CH:32]=[C:25]([O:24][CH3:23])[C:26]=2[O:33][CH3:34])[OH:29])[CH:7]=1. (7) The product is: [C:1]1([C:7]2[CH:8]=[CH:9][N:10]3[C:15]=2[C:14]([NH:16][CH2:17][C:18]2[CH:23]=[CH:22][CH:21]=[CH:20][N:19]=2)=[N:13][C:12]([CH:24]2[CH2:26][CH:25]2[C:27]([NH2:28])=[O:33])=[N:11]3)[CH:2]=[CH:3][CH:4]=[CH:5][CH:6]=1. Given the reactants [C:1]1([C:7]2[CH:8]=[CH:9][N:10]3[C:15]=2[C:14]([NH:16][CH2:17][C:18]2[CH:23]=[CH:22][CH:21]=[CH:20][N:19]=2)=[N:13][C:12]([CH:24]2[CH2:26][CH:25]2[C:27]#[N:28])=[N:11]3)[CH:6]=[CH:5][CH:4]=[CH:3][CH:2]=1.CC([O-:33])(C)C.[K+], predict the reaction product.